Dataset: Reaction yield outcomes from USPTO patents with 853,638 reactions. Task: Predict the reaction yield, written as a fraction of the theoretical maximum amount of product (1.0 means a 100% yield; for example, 0.34 means a 34% yield). (1) The reactants are [NH2:1][C@H:2]1[C@@H:7]([CH3:8])[CH2:6][N:5]([C:9]2[CH:14]=[CH:13][N:12]=[CH:11][C:10]=2[N:15]([C:23]([O:25][C:26]([CH3:29])([CH3:28])[CH3:27])=[O:24])[C:16]([O:18][C:19]([CH3:22])([CH3:21])[CH3:20])=[O:17])[CH2:4][C@H:3]1[NH:30][C:31]([O:33][C:34]([CH3:37])([CH3:36])[CH3:35])=[O:32].CCN(C(C)C)C(C)C.Cl[C:48]([O:50][CH3:51])=[O:49].C([O-])([O-])=O.[Na+].[Na+].O. The catalyst is C(Cl)Cl. The product is [C:34]([O:33][C:31]([NH:30][C@H:3]1[C@@H:2]([NH:1][C:48]([O:50][CH3:51])=[O:49])[C@@H:7]([CH3:8])[CH2:6][N:5]([C:9]2[CH:14]=[CH:13][N:12]=[CH:11][C:10]=2[N:15]([C:23]([O:25][C:26]([CH3:27])([CH3:29])[CH3:28])=[O:24])[C:16]([O:18][C:19]([CH3:20])([CH3:21])[CH3:22])=[O:17])[CH2:4]1)=[O:32])([CH3:36])([CH3:35])[CH3:37]. The yield is 1.09. (2) The reactants are [F:1][C:2]1[CH:3]=[C:4]([S:27]([CH3:30])(=[O:29])=[O:28])[CH:5]=[C:6]2[C:10]=1[N:9]([CH2:11][C:12]([O:14]C(C)(C)C)=[O:13])[C:8]([CH3:19])=[C:7]2[C:20]1[N:21]=[N:22][C:23]([OH:26])=[CH:24][CH:25]=1.[CH2:31](Br)[C:32]1[CH:37]=[CH:36][CH:35]=[CH:34][CH:33]=1.C(=O)([O-])[O-].[K+].[K+]. No catalyst specified. The product is [CH2:31]([N:22]1[C:23](=[O:26])[CH:24]=[CH:25][C:20]([C:7]2[C:6]3[C:10](=[C:2]([F:1])[CH:3]=[C:4]([S:27]([CH3:30])(=[O:29])=[O:28])[CH:5]=3)[N:9]([CH2:11][C:12]([OH:14])=[O:13])[C:8]=2[CH3:19])=[N:21]1)[C:32]1[CH:37]=[CH:36][CH:35]=[CH:34][CH:33]=1. The yield is 0.210. (3) The yield is 0.428. The reactants are S(=O)(=O)(O)O.[N+:6]([O-:9])([O-])=[O:7].[Na+].[Br:11][C:12]1[CH:17]=[CH:16][CH:15]=[CH:14][C:13]=1[OH:18]. The catalyst is O.C(OCC)(=O)C. The product is [Br:11][C:12]1[CH:17]=[CH:16][CH:15]=[C:14]([N+:6]([O-:9])=[O:7])[C:13]=1[OH:18]. (4) The reactants are [C:1]([C:3]1[CH:8]=[CH:7][C:6]([NH:9][S:10]([CH3:13])(=[O:12])=[O:11])=[C:5]([F:14])[CH:4]=1)#[N:2].[ClH:15]. The catalyst is CO.CCOCC.[Pd]. The product is [ClH:15].[F:14][C:5]1[CH:4]=[C:3]([CH:8]=[CH:7][C:6]=1[NH:9][S:10]([CH3:13])(=[O:12])=[O:11])[CH2:1][NH2:2]. The yield is 0.920. (5) The reactants are [N+:1]([C:4]1[CH:13]=[C:12]2[C:7]([C:8]([Br:15])=[N:9][NH:10][C:11]2=[O:14])=[CH:6][CH:5]=1)([O-:3])=[O:2].[H-].[Na+].Br[CH:19]([CH3:22])[CH2:20]O. The catalyst is CN(C)C=O. The product is [N+:1]([C:4]1[CH:13]=[C:12]2[C:7]([C:8]([Br:15])=[N:9][N:10]([CH:19]([CH3:22])[CH3:20])[C:11]2=[O:14])=[CH:6][CH:5]=1)([O-:3])=[O:2]. The yield is 0.400.